From a dataset of Full USPTO retrosynthesis dataset with 1.9M reactions from patents (1976-2016). Predict the reactants needed to synthesize the given product. (1) Given the product [Br:5][C:6]1[C:7]([CH:14]([C:15]#[N:16])[CH3:2])=[C:8]([CH:11]=[CH:12][CH:13]=1)[C:9]#[N:10], predict the reactants needed to synthesize it. The reactants are: [O-][CH2:2]C.[Na+].[Br:5][C:6]1[C:7]([CH2:14][C:15]#[N:16])=[C:8]([CH:11]=[CH:12][CH:13]=1)[C:9]#[N:10].IC. (2) The reactants are: [Br:1][C:2]1[CH:11]=[CH:10][C:9]2[O:8][C@H:7]3[CH2:12][CH2:13][O:14][CH2:15][C@@H:6]3[C:5](=O)[C:4]=2[CH:3]=1.[C-]#N.[K+].[C:20](=[O:23])([O-])[O-].[NH4+:24].[NH4+:25].OS([O-])=O.[Na+].C[CH2:32][OH:33]. Given the product [Br:1][C:2]1[CH:11]=[CH:10][C:9]2[O:8][C@H:7]3[CH2:12][CH2:13][O:14][CH2:15][C@@H:6]3[C@@:5]3([C:32](=[O:33])[NH:25][C:20](=[O:23])[NH:24]3)[C:4]=2[CH:3]=1, predict the reactants needed to synthesize it. (3) The reactants are: F[B-](F)(F)F.[F:6][S:7]([F:19])([F:18])([F:17])([F:16])[C:8]1[CH:13]=[CH:12][C:11]([N+]#N)=[CH:10][CH:9]=1. Given the product [F:6][S:7]([F:19])([F:18])([F:17])([F:16])[C:8]1([C:8]2[CH:13]=[CH:12][CH:11]=[CH:10][CH:9]=2)[CH:13]=[CH:12][C:11]([S:7]([F:19])([F:18])([F:17])([F:16])[F:6])=[CH:10][CH2:9]1, predict the reactants needed to synthesize it. (4) Given the product [F:46][C:44]1[CH:43]=[C:4]([CH:3]=[C:2]([F:1])[CH:45]=1)[CH2:5][N:6]1[CH:10]=[C:9]([C:11]2[C:19]3[C:14](=[N:15][CH:16]=[C:17]([C:20]4[CH:25]=[CH:24][C:23]([NH:26][S:27]([CH3:30])(=[O:29])=[O:28])=[C:22]([O:31][CH3:32])[CH:21]=4)[CH:18]=3)[NH:13][CH:12]=2)[CH:8]=[N:7]1, predict the reactants needed to synthesize it. The reactants are: [F:1][C:2]1[CH:3]=[C:4]([CH:43]=[C:44]([F:46])[CH:45]=1)[CH2:5][N:6]1[CH:10]=[C:9]([C:11]2[C:19]3[C:14](=[N:15][CH:16]=[C:17]([C:20]4[CH:25]=[CH:24][C:23]([NH:26][S:27]([CH3:30])(=[O:29])=[O:28])=[C:22]([O:31][CH3:32])[CH:21]=4)[CH:18]=3)[N:13](S(C3C=CC(C)=CC=3)(=O)=O)[CH:12]=2)[CH:8]=[N:7]1.[OH-].[Li+]. (5) Given the product [Cl:11][C:8]1[CH:9]=[CH:10][C:4]2[O:3][C:2]([N:19]3[CH2:24][CH2:23][CH:22]([O:25][C:26]4[CH:31]=[CH:30][CH:29]=[CH:28][C:27]=4[NH:32][S:33]([C:36]4[CH:41]=[CH:40][CH:39]=[CH:38][N:37]=4)(=[O:35])=[O:34])[CH2:21][CH2:20]3)=[N:6][C:5]=2[CH:7]=1, predict the reactants needed to synthesize it. The reactants are: Cl[C:2]1[O:3][C:4]2[CH:10]=[CH:9][C:8]([Cl:11])=[CH:7][C:5]=2[N:6]=1.FC(F)(F)C(O)=O.[NH:19]1[CH2:24][CH2:23][CH:22]([O:25][C:26]2[CH:31]=[CH:30][CH:29]=[CH:28][C:27]=2[NH:32][S:33]([C:36]2[CH:41]=[CH:40][CH:39]=[CH:38][N:37]=2)(=[O:35])=[O:34])[CH2:21][CH2:20]1. (6) Given the product [N+:25]([C:22]1[CH:23]=[CH:24][C:19]([N:2]2[CH2:3][CH2:4][C:5]3([CH2:10][CH2:9][N:8]([C:11]([O:13][C:14]([CH3:17])([CH3:16])[CH3:15])=[O:12])[CH2:7][CH2:6]3)[CH2:1]2)=[N:20][CH:21]=1)([O-:27])=[O:26], predict the reactants needed to synthesize it. The reactants are: [CH2:1]1[C:5]2([CH2:10][CH2:9][N:8]([C:11]([O:13][C:14]([CH3:17])([CH3:16])[CH3:15])=[O:12])[CH2:7][CH2:6]2)[CH2:4][CH2:3][NH:2]1.Br[C:19]1[CH:24]=[CH:23][C:22]([N+:25]([O-:27])=[O:26])=[CH:21][N:20]=1.CCN(C(C)C)C(C)C.